The task is: Predict the reactants needed to synthesize the given product.. This data is from Retrosynthesis with 50K atom-mapped reactions and 10 reaction types from USPTO. (1) Given the product NNc1cc(N2CC=CCC2)c(Cl)nn1, predict the reactants needed to synthesize it. The reactants are: Clc1cc(N2CC=CCC2)c(Cl)nn1.NN. (2) Given the product CN(C)c1ccc(-c2cccc(C3Nc4c(cc(Cl)cc4C(=O)NS(=O)(=O)C4CC4)CC3(C)C)c2)cc1, predict the reactants needed to synthesize it. The reactants are: CN(C)c1ccc(-c2cccc(C3Nc4c(cc(Cl)cc4C(=O)O)CC3(C)C)c2)cc1.NS(=O)(=O)C1CC1. (3) Given the product CC(C)(C)[Si](C)(C)OC1CCC(N2CC(NC(=O)CNc3noc4ccc(C(F)(F)F)cc34)C2)CC1, predict the reactants needed to synthesize it. The reactants are: CC(C)(C)[Si](C)(C)OC1CCC(=O)CC1.O=C(CNc1noc2ccc(C(F)(F)F)cc12)NC1CNC1. (4) Given the product OCCOc1cccc(-c2ccccc2)c1, predict the reactants needed to synthesize it. The reactants are: OCCBr.Oc1cccc(-c2ccccc2)c1. (5) Given the product CCCNC(=O)c1ccc(NC(=O)N2Cc3ccc(CO)cc3C2)cc1, predict the reactants needed to synthesize it. The reactants are: CCCNC(=O)c1ccc(NC(=O)N2Cc3ccc(C(=O)OC)cc3C2)cc1. (6) Given the product CCC(CC)c1cc(C)n2nc(-c3ccc(OC)cc3Cl)n(CC(=O)OC)c(=O)c12, predict the reactants needed to synthesize it. The reactants are: CCC(CC)c1cc(C)n2nc(-c3ccc(OC)cc3Cl)[nH]c(=O)c12.COC(=O)CBr. (7) Given the product O=C(NCCCCO)C(F)(F)F, predict the reactants needed to synthesize it. The reactants are: CCOC(=O)C(F)(F)F.NCCCCO. (8) Given the product CCCCNC(=O)CCCCCCCSc1nc(-c2ccccc2)c(-c2ccccc2)[nH]1, predict the reactants needed to synthesize it. The reactants are: CCCCN.O=C(O)CCCCCCCSc1nc(-c2ccccc2)c(-c2ccccc2)[nH]1. (9) Given the product Cc1ccc(S(=O)(=O)Nc2coc3ccccc3c2=S)cc1, predict the reactants needed to synthesize it. The reactants are: Cc1ccc(S(=O)(=O)Cl)cc1.Nc1coc2ccccc2c1=S. (10) Given the product COc1ccc(COc2cnc(CN3C(=O)c4ccccc4C3=O)cc2OCc2ccc(OC)cc2)cc1, predict the reactants needed to synthesize it. The reactants are: COc1ccc(COc2cnc(CO)cc2OCc2ccc(OC)cc2)cc1.O=C1NC(=O)c2ccccc21.